From a dataset of Reaction yield outcomes from USPTO patents with 853,638 reactions. Predict the reaction yield, written as a fraction of the theoretical maximum amount of product (1.0 means a 100% yield; for example, 0.34 means a 34% yield). (1) The catalyst is CN(C)C=O. The reactants are [F:1][C:2]1[CH:3]=[CH:4][C:5]([OH:11])=[C:6]([C:8](=O)[CH3:9])[CH:7]=1.Cl[CH2:13][C:14]([N:16]([O:18][CH3:19])[CH3:17])=[O:15].[I-].[Na+].C(=O)([O-])[O-].[K+].[K+].Cl.N12CCCN=C1CCCCC2. The product is [F:1][C:2]1[CH:3]=[CH:4][C:5]2[O:11][C:13]([C:14]([N:16]([O:18][CH3:19])[CH3:17])=[O:15])=[C:8]([CH3:9])[C:6]=2[CH:7]=1. The yield is 0.280. (2) The reactants are [Cl:1][C:2]1[CH:3]=[C:4]([CH:41]=[CH:42][CH:43]=1)[CH2:5][N:6]1[CH:10]=[C:9]([C:11]2[C:19]3[C:14](=[N:15][CH:16]=[C:17]([C:20]4[CH:21]=[C:22]([NH:26][S:27]([CH3:30])(=[O:29])=[O:28])[CH:23]=[CH:24][CH:25]=4)[CH:18]=3)[N:13](S(C3C=CC(C)=CC=3)(=O)=O)[CH:12]=2)[CH:8]=[N:7]1.[OH-].[Li+]. The catalyst is C1COCC1.O.CO. The product is [Cl:1][C:2]1[CH:3]=[C:4]([CH:41]=[CH:42][CH:43]=1)[CH2:5][N:6]1[CH:10]=[C:9]([C:11]2[C:19]3[C:14](=[N:15][CH:16]=[C:17]([C:20]4[CH:21]=[C:22]([NH:26][S:27]([CH3:30])(=[O:28])=[O:29])[CH:23]=[CH:24][CH:25]=4)[CH:18]=3)[NH:13][CH:12]=2)[CH:8]=[N:7]1. The yield is 0.180.